Dataset: Reaction yield outcomes from USPTO patents with 853,638 reactions. Task: Predict the reaction yield, written as a fraction of the theoretical maximum amount of product (1.0 means a 100% yield; for example, 0.34 means a 34% yield). (1) The reactants are C([NH:11][CH2:12][CH2:13][CH2:14][CH2:15][C:16]1[CH:21]=[CH:20][CH:19]=[CH:18][C:17]=1[O:22][CH2:23][CH:24]([OH:27])[CH2:25][OH:26])(OCC1C=CC=CC=1)=O.[H][H]. The catalyst is CO.[Pd]. The product is [OH:27][CH:24]([CH2:25][OH:26])[CH2:23][O:22][C:17]1[CH:18]=[CH:19][CH:20]=[CH:21][C:16]=1[CH2:15][CH2:14][CH2:13][CH2:12][NH2:11]. The yield is 0.660. (2) The reactants are CC([N:5]([C@@H:9]([CH2:22][C:23]1[CH:24]=[N:25][CH:26]=[CH:27][CH:28]=1)[CH2:10][N:11]1[C:19](=[O:20])[C:18]2[C:13](=[CH:14][CH:15]=[CH:16][CH:17]=2)[C:12]1=[O:21])C(=O)[O-])(C)C.Cl. The catalyst is C(Cl)Cl.O1CCOCC1. The product is [NH2:5][C@@H:9]([CH2:22][C:23]1[CH:24]=[N:25][CH:26]=[CH:27][CH:28]=1)[CH2:10][N:11]1[C:12](=[O:21])[C:13]2[C:18](=[CH:17][CH:16]=[CH:15][CH:14]=2)[C:19]1=[O:20]. The yield is 0.680. (3) The reactants are [Br:1][C:2]1[C:3]([CH3:9])=[C:4]([CH:6]=[CH:7][CH:8]=1)[NH2:5].[S:10]1[CH:14]=[CH:13][N:12]=[C:11]1[CH2:15][C:16](O)=[O:17].CCN(C(C)C)C(C)C.CN(C(ON1N=NC2C=CC=NC1=2)=[N+](C)C)C.F[P-](F)(F)(F)(F)F. The catalyst is CN(C=O)C.CCOC(C)=O. The product is [Br:1][C:2]1[C:3]([CH3:9])=[C:4]([NH:5][C:16](=[O:17])[CH2:15][C:11]2[S:10][CH:14]=[CH:13][N:12]=2)[CH:6]=[CH:7][CH:8]=1. The yield is 0.420.